Dataset: Full USPTO retrosynthesis dataset with 1.9M reactions from patents (1976-2016). Task: Predict the reactants needed to synthesize the given product. Given the product [OH:29][C:23]([C:25]([F:28])([F:27])[F:26])=[O:24].[I:22][C:20]1[CH:19]=[CH:18][C:16]2[NH:17][C:13]([C@@H:9]3[CH2:10][CH2:11][CH2:12][NH:8]3)=[N:14][C:15]=2[CH:21]=1, predict the reactants needed to synthesize it. The reactants are: C(OC([N:8]1[CH2:12][CH2:11][CH2:10][C@H:9]1[C:13]1[NH:17][C:16]2[CH:18]=[CH:19][C:20]([I:22])=[CH:21][C:15]=2[N:14]=1)=O)(C)(C)C.[C:23]([OH:29])([C:25]([F:28])([F:27])[F:26])=[O:24].